The task is: Predict the product of the given reaction.. This data is from Forward reaction prediction with 1.9M reactions from USPTO patents (1976-2016). (1) Given the reactants [CH3:1][N:2]=[C:3]=[O:4].C(N(CC)CC)C.Cl.Cl.[NH2:14][C:15]1[CH:20]=[CH:19][C:18]([C:21]2[CH:26]=[CH:25][C:24]([NH:27][C:28]([C@@H:30]3[CH:35]4[CH2:36][CH2:37][N:32]([CH2:33][CH2:34]4)[CH2:31]3)=[O:29])=[CH:23][CH:22]=2)=[CH:17][CH:16]=1.O, predict the reaction product. The product is: [CH3:1][NH:2][C:3]([NH:14][C:15]1[CH:20]=[CH:19][C:18]([C:21]2[CH:22]=[CH:23][C:24]([NH:27][C:28]([C@@H:30]3[CH:35]4[CH2:34][CH2:33][N:32]([CH2:37][CH2:36]4)[CH2:31]3)=[O:29])=[CH:25][CH:26]=2)=[CH:17][CH:16]=1)=[O:4]. (2) Given the reactants CC[N+](S(N=C(OC)[O-])(=O)=O)(CC)CC.[C:16]([O:20][C:21]([NH:23][C@H:24]([CH3:38])[C@@H:25]([CH2:36][CH3:37])[C:26]([NH:28][C@@H:29]([CH2:34][OH:35])[C:30]([O:32][CH3:33])=[O:31])=O)=[O:22])([CH3:19])([CH3:18])[CH3:17], predict the reaction product. The product is: [C:16]([O:20][C:21]([NH:23][C@@H:24]([C@H:25]([C:26]1[O:35][CH2:34][C@@H:29]([C:30]([O:32][CH3:33])=[O:31])[N:28]=1)[CH2:36][CH3:37])[CH3:38])=[O:22])([CH3:19])([CH3:18])[CH3:17]. (3) Given the reactants [CH:1]([O:14][C:15]1[C:24]2[N:23]=[CH:22][CH:21]=[N:20][C:19]=2[C:18]([O:25]C)=[C:17]2[C:27](=[O:39])[N:28]([CH2:31][C:32]3[CH:37]=[CH:36][C:35]([F:38])=[CH:34][CH:33]=3)[C:29](=[O:30])[C:16]=12)(C1C=CC=CC=1)C1C=CC=CC=1.C([SiH](CC)CC)C.FC(F)(F)C(O)=O, predict the reaction product. The product is: [F:38][C:35]1[CH:34]=[CH:33][C:32]([CH2:31][N:28]2[C:27](=[O:39])[C:17]3[C:16](=[C:15]([O:14][CH3:1])[C:24]4[N:23]=[CH:22][CH:21]=[N:20][C:19]=4[C:18]=3[OH:25])[C:29]2=[O:30])=[CH:37][CH:36]=1.